This data is from Forward reaction prediction with 1.9M reactions from USPTO patents (1976-2016). The task is: Predict the product of the given reaction. (1) Given the reactants Br[C:2]1[CH:3]=[C:4]([C:8]([NH:10][CH2:11][CH2:12][N:13]2[CH2:17][CH2:16][CH2:15][CH2:14]2)=[O:9])[CH:5]=[CH:6][CH:7]=1.C(=O)([O-])[O-].[Na+].[Na+].B(O)(O)[C:25]1[CH:30]=[CH:29][CH:28]=[C:27]([CH:31]=[O:32])[CH:26]=1, predict the reaction product. The product is: [CH:31]([C:27]1[CH:26]=[C:25]([C:2]2[CH:7]=[CH:6][CH:5]=[C:4]([C:8]([NH:10][CH2:11][CH2:12][N:13]3[CH2:17][CH2:16][CH2:15][CH2:14]3)=[O:9])[CH:3]=2)[CH:30]=[CH:29][CH:28]=1)=[O:32]. (2) The product is: [CH2:17]([N:12]([CH:8]([C:3]1[CH:4]=[CH:5][CH:6]=[CH:7][CH:2]=1)[C:9]([OH:11])=[O:10])[C:13]([O:15][CH3:16])=[O:14])[CH3:18]. Given the reactants F[C:2]1[CH:7]=[CH:6][CH:5]=[CH:4][C:3]=1[CH:8]([NH:12][C:13]([O:15][CH3:16])=[O:14])[C:9]([OH:11])=[O:10].[CH2:17](NC(C1C=CC=CC=1)C(O)=O)[CH3:18], predict the reaction product. (3) Given the reactants [C:1]([O:5][C:6]([NH:8][C@@H:9]([CH2:21][C:22]1[CH:27]=[CH:26][CH:25]=[CH:24][CH:23]=1)[C:10]([O:12][C@@H:13]1[CH:18]2[CH2:19][CH2:20][N:15]([CH2:16][CH2:17]2)[CH2:14]1)=[O:11])=[O:7])([CH3:4])([CH3:3])[CH3:2].[Br:28][CH2:29][C:30]([C:32]1[CH:37]=[CH:36][CH:35]=[CH:34][CH:33]=1)=[O:31], predict the reaction product. The product is: [Br-:28].[C:1]([O:5][C:6]([NH:8][C@@H:9]([CH2:21][C:22]1[CH:23]=[CH:24][CH:25]=[CH:26][CH:27]=1)[C:10]([O:12][C@@H:13]1[CH:18]2[CH2:19][CH2:20][N+:15]([CH2:29][C:30](=[O:31])[C:32]3[CH:37]=[CH:36][CH:35]=[CH:34][CH:33]=3)([CH2:16][CH2:17]2)[CH2:14]1)=[O:11])=[O:7])([CH3:4])([CH3:2])[CH3:3]. (4) The product is: [Cl:3][C:4]1[CH:13]=[CH:12][CH:11]=[C:10]2[C:5]=1[CH2:6][N:7]([C:15]1[CH:20]=[C:19]([O:21][CH2:22][C:23]3[C:28]([F:29])=[CH:27][CH:26]=[CH:25][N:24]=3)[CH:18]=[CH:17][C:16]=1[CH3:30])[C:8](=[O:14])[N:9]2[CH3:31]. Given the reactants [H-].[Na+].[Cl:3][C:4]1[CH:13]=[CH:12][CH:11]=[C:10]2[C:5]=1[CH2:6][N:7]([C:15]1[CH:20]=[C:19]([O:21][CH2:22][C:23]3[C:28]([F:29])=[CH:27][CH:26]=[CH:25][N:24]=3)[CH:18]=[CH:17][C:16]=1[CH3:30])[C:8](=[O:14])[NH:9]2.[CH3:31]I.O, predict the reaction product. (5) Given the reactants [F:1][C:2]([F:22])([F:21])[C:3]1[CH:8]=[CH:7][C:6]([C:9]2[N:14]=[C:13]([CH:15]([OH:20])[CH2:16][CH2:17][CH2:18][CH3:19])[CH:12]=[CH:11][CH:10]=2)=[CH:5][CH:4]=1.O[C:24]1[CH:29]=[CH:28][C:27]([CH2:30][CH2:31][CH2:32][C:33]([O:35][CH2:36][CH2:37][Si:38]([CH3:41])([CH3:40])[CH3:39])=[O:34])=[CH:26][CH:25]=1.C1CCN(C(N=NC(N2CCCCC2)=O)=O)CC1.P(CCCC)(CCCC)CCCC, predict the reaction product. The product is: [F:22][C:2]([F:21])([F:1])[C:3]1[CH:4]=[CH:5][C:6]([C:9]2[N:14]=[C:13]([CH:15]([O:20][C:24]3[CH:25]=[CH:26][C:27]([CH2:30][CH2:31][CH2:32][C:33]([O:35][CH2:36][CH2:37][Si:38]([CH3:41])([CH3:40])[CH3:39])=[O:34])=[CH:28][CH:29]=3)[CH2:16][CH2:17][CH2:18][CH3:19])[CH:12]=[CH:11][CH:10]=2)=[CH:7][CH:8]=1. (6) Given the reactants [NH2:1][C:2]1[C:3]([O:20][CH3:21])=[CH:4][C:5]([CH:17]([CH3:19])[CH3:18])=[C:6]([CH:16]=1)[O:7][C:8]1[C:9]([NH2:15])=[N:10][C:11]([NH2:14])=[N:12][CH:13]=1.C(O)(=O)C.[O-:26][C:27]#[N:28].[Na+], predict the reaction product. The product is: [NH2:14][C:11]1[N:10]=[C:9]([NH2:15])[C:8]([O:7][C:6]2[C:5]([CH:17]([CH3:19])[CH3:18])=[CH:4][C:3]([O:20][CH3:21])=[C:2]([NH:1][C:27]([NH2:28])=[O:26])[CH:16]=2)=[CH:13][N:12]=1. (7) Given the reactants [Cl:1][C:2]1[C:3]([F:24])=[C:4](/[CH:17]=[CH:18]/[C:19]([O:21][CH2:22][CH3:23])=[O:20])[C:5]([O:14][CH2:15][CH3:16])=[C:6]([C:8]2([CH3:13])[O:12][CH2:11][CH2:10][O:9]2)[CH:7]=1.N12CCCN=C1CCCCC2.O.[N+:37]([CH3:40])([O-:39])=[O:38], predict the reaction product. The product is: [Cl:1][C:2]1[C:3]([F:24])=[C:4]([CH:17]([CH2:40][N+:37]([O-:39])=[O:38])[CH2:18][C:19]([O:21][CH2:22][CH3:23])=[O:20])[C:5]([O:14][CH2:15][CH3:16])=[C:6]([C:8]2([CH3:13])[O:9][CH2:10][CH2:11][O:12]2)[CH:7]=1. (8) Given the reactants [C:1]([C:3]1[CH:8]=[CH:7][C:6]([N:9]2[C:14](=[O:15])[C:13]3[CH:16]=[CH:17][CH:18]=[N:19][C:12]=3[N:11]=[C:10]2/[CH:20]=C/C2C=C(OC)C(OC)=C(OC)C=2)=[CH:5][CH:4]=1)#[CH:2].[C:34]([O-])(O)=O.[Na+], predict the reaction product. The product is: [CH3:20][C:10]1([CH3:34])[NH:11][C:12]2[N:19]=[CH:18][CH:17]=[CH:16][C:13]=2[C:14](=[O:15])[N:9]1[C:6]1[CH:7]=[CH:8][C:3]([C:1]#[CH:2])=[CH:4][CH:5]=1.